From a dataset of Peptide-MHC class II binding affinity with 134,281 pairs from IEDB. Regression. Given a peptide amino acid sequence and an MHC pseudo amino acid sequence, predict their binding affinity value. This is MHC class II binding data. The peptide sequence is YPWDRIEEVTRMAMT. The MHC is DRB1_0301 with pseudo-sequence DRB1_0301. The binding affinity (normalized) is 0.778.